This data is from Forward reaction prediction with 1.9M reactions from USPTO patents (1976-2016). The task is: Predict the product of the given reaction. (1) Given the reactants [C:1]1([SH:7])[CH:6]=[CH:5][CH:4]=[CH:3][CH:2]=1.[CH:8]([C:10]([CH3:12])=[O:11])=[CH2:9].O, predict the reaction product. The product is: [C:1]1([S:7][CH2:9][CH2:8][C:10](=[O:11])[CH3:12])[CH:6]=[CH:5][CH:4]=[CH:3][CH:2]=1. (2) The product is: [CH3:1][C:2]1([CH2:11][C:12]([OH:14])=[O:13])[C:10]2[C:5](=[CH:6][CH:7]=[CH:8][CH:9]=2)[CH2:4][CH2:3]1. Given the reactants [CH3:1][C:2]1([CH2:11][C:12]([O:14]CC)=[O:13])[C:10]2[C:5](=[CH:6][CH:7]=[CH:8][CH:9]=2)[CH2:4][CH2:3]1.CO.[OH-].[Na+], predict the reaction product. (3) Given the reactants CC(C)([O-])C.[K+].[F:7][C:8]([F:18])([F:17])[O:9][C:10]1[CH:11]=[C:12]([OH:16])[CH:13]=[CH:14][CH:15]=1.[CH2:19]([O:21][C:22](=[O:27])[CH:23]=[C:24](Cl)[CH3:25])[CH3:20], predict the reaction product. The product is: [CH2:19]([O:21][C:22](=[O:27])/[CH:23]=[C:24](/[O:16][C:12]1[CH:13]=[CH:14][CH:15]=[C:10]([O:9][C:8]([F:17])([F:18])[F:7])[CH:11]=1)\[CH3:25])[CH3:20]. (4) Given the reactants Br[C:2]1[C:10]2[N:9]=[CH:8][N:7]([CH2:11][O:12][CH2:13][CH2:14][Si:15]([CH3:18])([CH3:17])[CH3:16])[C:6]=2[CH:5]=[C:4]([Cl:19])[CH:3]=1.[O:20]1[CH2:23][CH:22]([N:24]2[CH2:29][CH2:28][N:27]([C:30]3[CH:31]=[CH:32][C:33]([NH2:36])=[N:34][CH:35]=3)[CH2:26][CH2:25]2)[CH2:21]1.C(=O)([O-])[O-].[Cs+].[Cs+].CC1(C)C2C(=C(P(C3C=CC=CC=3)C3C=CC=CC=3)C=CC=2)OC2C(P(C3C=CC=CC=3)C3C=CC=CC=3)=CC=CC1=2, predict the reaction product. The product is: [Cl:19][C:4]1[CH:3]=[C:2]([NH:36][C:33]2[CH:32]=[CH:31][C:30]([N:27]3[CH2:28][CH2:29][N:24]([CH:22]4[CH2:21][O:20][CH2:23]4)[CH2:25][CH2:26]3)=[CH:35][N:34]=2)[C:10]2[N:9]=[CH:8][N:7]([CH2:11][O:12][CH2:13][CH2:14][Si:15]([CH3:18])([CH3:17])[CH3:16])[C:6]=2[CH:5]=1. (5) Given the reactants [CH3:1][O:2][C:3](=[O:28])/[CH:4]=[CH:5]/[C:6]1[CH:10]=[C:9]([CH3:11])[N:8]([CH2:12][C:13]2[CH:18]=[C:17]([Cl:19])[CH:16]=[CH:15][C:14]=2[O:20]CC2C=CC=CC=2)[N:7]=1.Cl, predict the reaction product. The product is: [CH3:1][O:2][C:3](=[O:28])[CH2:4][CH2:5][C:6]1[CH:10]=[C:9]([CH3:11])[N:8]([CH2:12][C:13]2[CH:18]=[C:17]([Cl:19])[CH:16]=[CH:15][C:14]=2[OH:20])[N:7]=1. (6) Given the reactants [O:1]=[C:2]1[C:23]2[C:18](=[CH:19][CH:20]=[C:21]([C:24]3[NH:28][N:27]=[N:26][N:25]=3)[CH:22]=2)[O:17][C:4]2([CH2:9][CH2:8][N:7](C(OC(C)(C)C)=O)[CH2:6][CH2:5]2)[CH2:3]1, predict the reaction product. The product is: [NH:28]1[C:24]([C:21]2[CH:22]=[C:23]3[C:18](=[CH:19][CH:20]=2)[O:17][C:4]2([CH2:9][CH2:8][NH:7][CH2:6][CH2:5]2)[CH2:3][C:2]3=[O:1])=[N:25][N:26]=[N:27]1. (7) Given the reactants [Cl:1][C:2]1[C:3]([N:8]2[CH2:13][CH:12]([CH3:14])[NH:11][CH:10]([CH3:15])[CH2:9]2)=[N:4][CH:5]=[CH:6][CH:7]=1.[Cl:16][C:17]1[CH:18]=[C:19]([S:24](Cl)(=[O:26])=[O:25])[CH:20]=[CH:21][C:22]=1[Cl:23].C(N(C(C)C)CC)(C)C, predict the reaction product. The product is: [Cl:1][C:2]1[C:3]([N:8]2[CH2:13][CH:12]([CH3:14])[N:11]([S:24]([C:19]3[CH:20]=[CH:21][C:22]([Cl:23])=[C:17]([Cl:16])[CH:18]=3)(=[O:26])=[O:25])[CH:10]([CH3:15])[CH2:9]2)=[N:4][CH:5]=[CH:6][CH:7]=1.